Dataset: Forward reaction prediction with 1.9M reactions from USPTO patents (1976-2016). Task: Predict the product of the given reaction. (1) Given the reactants Br[C:2]1[CH:3]=[C:4]([C:8]2[CH:20]=[CH:19][C:11]3[NH:12][C:13](=[O:18])[O:14][C:15]([CH3:17])([CH3:16])[C:10]=3[CH:9]=2)[CH:5]=[CH:6][CH:7]=1.C([Sn](CCCC)(CCCC)[C:26]1[S:27][CH:28]=[CH:29][N:30]=1)CCC, predict the reaction product. The product is: [CH3:16][C:15]1([CH3:17])[O:14][C:13](=[O:18])[NH:12][C:11]2[CH:19]=[CH:20][C:8]([C:4]3[CH:5]=[CH:6][CH:7]=[C:2]([C:26]4[S:27][CH:28]=[CH:29][N:30]=4)[CH:3]=3)=[CH:9][C:10]1=2. (2) Given the reactants [Cl:1][C:2]1[CH:7]=[CH:6][C:5]([S:8][C:9]2[CH:10]=[N:11][N:12]([CH:25]3[CH2:30][CH2:29][CH2:28][CH2:27][O:26]3)[C:13]=2C2C=C3C(=CC=2)C(=O)NCC3)=[CH:4][CH:3]=1.BrC1C=C2C(=CC=1)C(=O)NCC2.FC(F)(F)S(O[C:49]1[CH:58]=[C:57]2[C:52]([CH:53]=[C:54]([C:59]([O:61][CH3:62])=[O:60])[N:55]=[CH:56]2)=[CH:51][CH:50]=1)(=O)=O, predict the reaction product. The product is: [Cl:1][C:2]1[CH:3]=[CH:4][C:5]([S:8][C:9]2[CH:10]=[N:11][N:12]([CH:25]3[CH2:30][CH2:29][CH2:28][CH2:27][O:26]3)[C:13]=2[C:49]2[CH:58]=[C:57]3[C:52]([CH:53]=[C:54]([C:59]([O:61][CH3:62])=[O:60])[N:55]=[CH:56]3)=[CH:51][CH:50]=2)=[CH:6][CH:7]=1. (3) Given the reactants [Br:1][C:2]1[C:3]([N:12]2[CH2:17][CH2:16][N:15]([CH:18](C3C=CC=CN=3)[CH3:19])[CH2:14][CH2:13]2)=[C:4]([N+:9]([O-:11])=[O:10])[C:5]([NH2:8])=[N:6][CH:7]=1.[C:26]1([NH:32][C:33](=[O:50])[NH:34]CCN2CCN(C(OC(C)(C)C)=O)CC2)[CH:31]=[CH:30][CH:29]=[CH:28][CH:27]=1.C(O)(C(F)(F)F)=O.BrC1C(Cl)=C([N+]([O-])=O)C(N)=NC=1, predict the reaction product. The product is: [NH2:8][C:5]1[C:4]([N+:9]([O-:11])=[O:10])=[C:3]([N:12]2[CH2:17][CH2:16][N:15]([CH2:18][CH2:19][NH:34][C:33]([NH:32][C:26]3[CH:31]=[CH:30][CH:29]=[CH:28][CH:27]=3)=[O:50])[CH2:14][CH2:13]2)[C:2]([Br:1])=[CH:7][N:6]=1. (4) Given the reactants [CH2:1]([N:3]([CH2:6][C:7]1[CH:8]=[CH:9][C:10]([NH:13][C:14]([C:16]2[C:17]3[N:18]=[CH:19][CH:20]=[N:21][C:22]=3[C:23]([C:26]3[C:31](Cl)=[C:30](OC)[CH:29]=[C:28](OC)[C:27]=3Cl)=[CH:24][CH:25]=2)=[O:15])=[N:11][CH:12]=1)[CH2:4][CH3:5])[CH3:2].CN1CCN([C:45]2[CH:50]=CC(NC([C:45]3[C:50]4N=CC=NC=4C([C:45]4[C:50]5[C:45](=[CH:46][CH:47]=CC=5)[CH:50]=[CH:47][CH:46]=4)=[CH:47][CH:46]=3)=O)=[CH:47][CH:46]=2)CC1, predict the reaction product. The product is: [CH2:4]([N:3]([CH2:6][C:7]1[CH:8]=[CH:9][C:10]([NH:13][C:14]([C:16]2[C:17]3[N:18]=[CH:19][CH:20]=[N:21][C:22]=3[C:23]([C:26]3[C:27]4[C:28](=[CH:50][CH:45]=[CH:46][CH:47]=4)[CH:29]=[CH:30][CH:31]=3)=[CH:24][CH:25]=2)=[O:15])=[N:11][CH:12]=1)[CH2:1][CH3:2])[CH3:5]. (5) The product is: [C:21]([C:20]1[CH:19]=[C:18]([CH:25]=[CH:24][CH:23]=1)[O:17][C:3]1[C:2]([NH:1][C:26](=[O:33])[C:27]2[CH:32]=[CH:31][CH:30]=[CH:29][CH:28]=2)=[CH:7][CH:6]=[C:5]([O:8][C:9]2[CH:16]=[CH:15][CH:14]=[C:11]([C:12]#[N:13])[CH:10]=2)[N:4]=1)#[N:22]. Given the reactants [NH2:1][C:2]1[C:3]([O:17][C:18]2[CH:19]=[C:20]([CH:23]=[CH:24][CH:25]=2)[C:21]#[N:22])=[N:4][C:5]([O:8][C:9]2[CH:10]=[C:11]([CH:14]=[CH:15][CH:16]=2)[C:12]#[N:13])=[CH:6][CH:7]=1.[C:26](Cl)(=[O:33])[C:27]1[CH:32]=[CH:31][CH:30]=[CH:29][CH:28]=1.C(N(CC)CC)C, predict the reaction product. (6) The product is: [F:1][C:2]([F:19])([F:18])[C:3]1[CH:4]=[CH:5][C:6]2[NH:15][C:11](=[O:12])[CH2:10][NH:9][C:7]=2[N:8]=1. Given the reactants [F:1][C:2]([F:19])([F:18])[C:3]1[N:8]=[C:7]([NH:9][CH2:10][C:11](OC)=[O:12])[C:6]([N+:15]([O-])=O)=[CH:5][CH:4]=1.O.O.[Sn](Cl)Cl, predict the reaction product. (7) Given the reactants [Cl:1][C:2]1[C:3]([CH3:11])=[C:4]([CH:8]=[CH:9][CH:10]=1)[C:5](O)=[O:6].C(Cl)(=O)C([Cl:15])=O.CN(C)C=O, predict the reaction product. The product is: [Cl:1][C:2]1[C:3]([CH3:11])=[C:4]([CH:8]=[CH:9][CH:10]=1)[C:5]([Cl:15])=[O:6]. (8) Given the reactants [CH:1]([C:3]1[CH:8]=[CH:7][C:6]([C:9]2[C:10]([C:21]3[CH:26]=[CH:25][CH:24]=[CH:23][CH:22]=3)=[CH:11][C:12]3[CH:17]=[N:16][C:15]([C:18]#[N:19])=[N:14][C:13]=3[N:20]=2)=[CH:5][CH:4]=1)=[O:2].C1C[O:30]CC1.C([O-])([O-])=O.[K+].[K+].C(N)(N)=O.OO, predict the reaction product. The product is: [CH:1]([C:3]1[CH:4]=[CH:5][C:6]([C:9]2[C:10]([C:21]3[CH:26]=[CH:25][CH:24]=[CH:23][CH:22]=3)=[CH:11][C:12]3[CH:17]=[N:16][C:15]([C:18]([NH2:19])=[O:30])=[N:14][C:13]=3[N:20]=2)=[CH:7][CH:8]=1)=[O:2].